Dataset: Reaction yield outcomes from USPTO patents with 853,638 reactions. Task: Predict the reaction yield, written as a fraction of the theoretical maximum amount of product (1.0 means a 100% yield; for example, 0.34 means a 34% yield). (1) The yield is 0.620. The reactants are [H-].[Na+].[Cl:3][C:4]1[CH:5]=[C:6]([CH2:25][C:26]([O:28][CH2:29][CH3:30])=[O:27])[CH:7]=[C:8]([C:15]2[CH:20]=[CH:19][C:18]([C:21]([F:24])([F:23])[F:22])=[CH:17][CH:16]=2)[C:9]=1[O:10][CH2:11][CH:12]1[CH2:14][CH2:13]1.[CH:31]1([CH2:34]Br)[CH2:33][CH2:32]1. The catalyst is CN(C=O)C. The product is [Cl:3][C:4]1[CH:5]=[C:6]([CH:25]([CH2:34][CH:31]2[CH2:33][CH2:32]2)[C:26]([O:28][CH2:29][CH3:30])=[O:27])[CH:7]=[C:8]([C:15]2[CH:16]=[CH:17][C:18]([C:21]([F:24])([F:22])[F:23])=[CH:19][CH:20]=2)[C:9]=1[O:10][CH2:11][CH:12]1[CH2:13][CH2:14]1. (2) The reactants are [CH3:1][O:2][C:3]1[CH:4]=[C:5]([C:15]2[CH:59]=[CH:58][C:18]([C:19]([N:21]3[CH2:26][CH2:25][N:24]([CH2:27][CH2:28][CH2:29][N:30]4[CH2:35][CH2:34][N:33]([C:36](=[O:57])[C:37]5[CH:42]=[CH:41][C:40]([C:43]6[CH:48]=[C:47]([O:49][CH3:50])[C:46]([O:51][CH2:52][CH2:53][CH3:54])=[C:45]([O:55][CH3:56])[CH:44]=6)=[CH:39][CH:38]=5)[CH2:32][CH2:31]4)[CH2:23][CH2:22]3)=[O:20])=[CH:17][CH:16]=2)[CH:6]=[C:7]([O:13][CH3:14])[C:8]=1[O:9][CH2:10][CH2:11][CH3:12].C(OCC)(=O)C.[ClH:66].C(OCC)C. The catalyst is CO. The product is [ClH:66].[ClH:66].[CH3:50][O:49][C:47]1[CH:48]=[C:43]([C:40]2[CH:39]=[CH:38][C:37]([C:36]([N:33]3[CH2:34][CH2:35][N:30]([CH2:29][CH2:28][CH2:27][N:24]4[CH2:25][CH2:26][N:21]([C:19](=[O:20])[C:18]5[CH:58]=[CH:59][C:15]([C:5]6[CH:4]=[C:3]([O:2][CH3:1])[C:8]([O:9][CH2:10][CH2:11][CH3:12])=[C:7]([O:13][CH3:14])[CH:6]=6)=[CH:16][CH:17]=5)[CH2:22][CH2:23]4)[CH2:31][CH2:32]3)=[O:57])=[CH:42][CH:41]=2)[CH:44]=[C:45]([O:55][CH3:56])[C:46]=1[O:51][CH2:52][CH2:53][CH3:54]. The yield is 0.860. (3) The reactants are [Cl:1][C:2]1[CH:7]=[C:6]([Cl:8])[C:5]([NH:9][C:10]2[S:11][CH2:12][C:13](=[O:15])[N:14]=2)=[CH:4][C:3]=1[NH:16][C:17]([CH:19]1[CH2:22][CH2:21][CH2:20]1)=[O:18].[CH:23]1([C:27](Cl)=O)[CH2:26][CH2:25][CH2:24]1.[OH-].[K+].Cl. The catalyst is N1C=CC=CC=1.CO. The product is [Cl:1][C:2]1[CH:7]=[C:6]([Cl:8])[C:5]([NH:9][C:10]2[S:11]/[C:12](=[CH:7]\[C:2]3[CH:3]=[C:23]4[C:26](=[CH:25][CH:24]=3)[N:9]=[CH:5][CH:4]=[CH:27]4)/[C:13](=[O:15])[N:14]=2)=[CH:4][C:3]=1[NH:16][C:17]([CH:19]1[CH2:20][CH2:21][CH2:22]1)=[O:18]. The yield is 0.940.